Dataset: NCI-60 drug combinations with 297,098 pairs across 59 cell lines. Task: Regression. Given two drug SMILES strings and cell line genomic features, predict the synergy score measuring deviation from expected non-interaction effect. (1) Cell line: TK-10. Drug 2: C(CC(=O)O)C(=O)CN.Cl. Synergy scores: CSS=27.2, Synergy_ZIP=-6.10, Synergy_Bliss=-0.413, Synergy_Loewe=-18.7, Synergy_HSA=1.43. Drug 1: CC1=C2C(C(=O)C3(C(CC4C(C3C(C(C2(C)C)(CC1OC(=O)C(C(C5=CC=CC=C5)NC(=O)C6=CC=CC=C6)O)O)OC(=O)C7=CC=CC=C7)(CO4)OC(=O)C)O)C)OC(=O)C. (2) Drug 1: C1CCN(CC1)CCOC2=CC=C(C=C2)C(=O)C3=C(SC4=C3C=CC(=C4)O)C5=CC=C(C=C5)O. Drug 2: CC1CCCC2(C(O2)CC(NC(=O)CC(C(C(=O)C(C1O)C)(C)C)O)C(=CC3=CSC(=N3)C)C)C. Cell line: SNB-19. Synergy scores: CSS=3.40, Synergy_ZIP=0.543, Synergy_Bliss=1.84, Synergy_Loewe=-4.44, Synergy_HSA=-0.0316.